From a dataset of Merck oncology drug combination screen with 23,052 pairs across 39 cell lines. Regression. Given two drug SMILES strings and cell line genomic features, predict the synergy score measuring deviation from expected non-interaction effect. (1) Drug 1: C#Cc1cccc(Nc2ncnc3cc(OCCOC)c(OCCOC)cc23)c1. Drug 2: Cc1nc(Nc2ncc(C(=O)Nc3c(C)cccc3Cl)s2)cc(N2CCN(CCO)CC2)n1. Cell line: OVCAR3. Synergy scores: synergy=101. (2) Drug 1: O=C(CCCCCCC(=O)Nc1ccccc1)NO. Drug 2: CNC(=O)c1cc(Oc2ccc(NC(=O)Nc3ccc(Cl)c(C(F)(F)F)c3)cc2)ccn1. Cell line: NCIH2122. Synergy scores: synergy=-6.26. (3) Drug 1: CCC1=CC2CN(C1)Cc1c([nH]c3ccccc13)C(C(=O)OC)(c1cc3c(cc1OC)N(C)C1C(O)(C(=O)OC)C(OC(C)=O)C4(CC)C=CCN5CCC31C54)C2. Drug 2: COC1CC2CCC(C)C(O)(O2)C(=O)C(=O)N2CCCCC2C(=O)OC(C(C)CC2CCC(OP(C)(C)=O)C(OC)C2)CC(=O)C(C)C=C(C)C(O)C(OC)C(=O)C(C)CC(C)C=CC=CC=C1C. Cell line: ZR751. Synergy scores: synergy=8.48. (4) Drug 1: CC1CC2C3CCC4=CC(=O)C=CC4(C)C3(F)C(O)CC2(C)C1(O)C(=O)CO. Drug 2: C=CCn1c(=O)c2cnc(Nc3ccc(N4CCN(C)CC4)cc3)nc2n1-c1cccc(C(C)(C)O)n1. Cell line: SKMEL30. Synergy scores: synergy=11.0. (5) Drug 1: O=P1(N(CCCl)CCCl)NCCCO1. Drug 2: O=C(O)C1(Cc2cccc(Nc3nccs3)n2)CCC(Oc2cccc(Cl)c2F)CC1. Cell line: NCIH2122. Synergy scores: synergy=9.27. (6) Drug 1: Nc1ccn(C2OC(CO)C(O)C2(F)F)c(=O)n1. Drug 2: Cn1c(=O)n(-c2ccc(C(C)(C)C#N)cc2)c2c3cc(-c4cnc5ccccc5c4)ccc3ncc21. Cell line: OV90. Synergy scores: synergy=-3.05.